From a dataset of KCNQ2 potassium channel screen with 302,405 compounds. Binary Classification. Given a drug SMILES string, predict its activity (active/inactive) in a high-throughput screening assay against a specified biological target. (1) The drug is Oc1c(CCCC)c(O)cc(CCCC)c1. The result is 1 (active). (2) The drug is S(=O)(=O)(/N=C(\Nc1ncnc(OC)c1)c1ccccc1)c1ccccc1. The result is 0 (inactive).